This data is from Forward reaction prediction with 1.9M reactions from USPTO patents (1976-2016). The task is: Predict the product of the given reaction. Given the reactants [Br:1][C:2]1[CH:7]=[CH:6][CH:5]=[C:4]([Br:8])[C:3]=1[S:9](Cl)(=[O:11])=[O:10].C(=O)([O-])[O-].[K+].[K+].[C:19]([NH2:23])([CH3:22])([CH3:21])[CH3:20].O, predict the reaction product. The product is: [Br:1][C:2]1[CH:7]=[CH:6][CH:5]=[C:4]([Br:8])[C:3]=1[S:9]([NH:23][C:19]([CH3:22])([CH3:21])[CH3:20])(=[O:11])=[O:10].